From a dataset of Peptide-MHC class I binding affinity with 185,985 pairs from IEDB/IMGT. Regression. Given a peptide amino acid sequence and an MHC pseudo amino acid sequence, predict their binding affinity value. This is MHC class I binding data. (1) The peptide sequence is ITRKEAEQF. The MHC is HLA-B46:01 with pseudo-sequence HLA-B46:01. The binding affinity (normalized) is 0.0847. (2) The peptide sequence is AAVTAGVAL. The MHC is H-2-Kb with pseudo-sequence H-2-Kb. The binding affinity (normalized) is 0.168. (3) The peptide sequence is KELKETLLH. The MHC is HLA-A80:01 with pseudo-sequence HLA-A80:01. The binding affinity (normalized) is 0.229. (4) The peptide sequence is DRGKDKVKV. The MHC is HLA-B27:05 with pseudo-sequence HLA-B27:05. The binding affinity (normalized) is 0.275. (5) The peptide sequence is PSAMLSAI. The MHC is Mamu-A01 with pseudo-sequence Mamu-A01. The binding affinity (normalized) is 0. (6) The peptide sequence is KLDISEATQ. The MHC is HLA-A02:01 with pseudo-sequence HLA-A02:01. The binding affinity (normalized) is 0. (7) The peptide sequence is RLHRLLLMR. The MHC is HLA-B44:02 with pseudo-sequence HLA-B44:02. The binding affinity (normalized) is 0.213.